From a dataset of Retrosynthesis with 50K atom-mapped reactions and 10 reaction types from USPTO. Predict the reactants needed to synthesize the given product. (1) Given the product C[C@H](NC(=O)c1cc(OCC(=O)N2CCC[C@H]2C(=O)NC2CCC2)n(-c2ccccc2)n1)C(=O)N1CCN(C(=O)OC2CCC2)CC1, predict the reactants needed to synthesize it. The reactants are: C[C@H](NC(=O)c1cc(OCC(=O)N2CCC[C@H]2C(=O)NC2CCC2)n(-c2ccccc2)n1)C(=O)O.O=C(OC1CCC1)N1CCNCC1. (2) Given the product CC(C)(C)[Si](C)(C)OCc1cc(C(=O)NN)no1, predict the reactants needed to synthesize it. The reactants are: CCOC(=O)c1cc(CO[Si](C)(C)C(C)(C)C)on1.NN. (3) Given the product Fc1cc(Cl)ccc1/C=C/c1nc(COc2ccc(COCCn3ccnn3)cc2)co1, predict the reactants needed to synthesize it. The reactants are: Fc1cc(Cl)ccc1C=Cc1nc(CCl)co1.Oc1ccc(COCCn2ccnn2)cc1. (4) The reactants are: NCCc1ccc(F)cc1.O=C(O)c1ccccc1. Given the product O=C(NCCc1ccc(F)cc1)c1ccccc1, predict the reactants needed to synthesize it. (5) Given the product COc1ccc(CNC(C#N)c2c(F)cccc2F)cc1, predict the reactants needed to synthesize it. The reactants are: COc1ccc(CN)cc1.O=Cc1c(F)cccc1F.[C-]#N. (6) Given the product C[C@H]1COCCN1c1cc(C2(S(=O)(=O)c3cccnc3C(=O)N(C)C)CC2)nc(-c2ccc(NC(=O)Oc3ccccc3)cc2)n1, predict the reactants needed to synthesize it. The reactants are: C[C@H]1COCCN1c1cc(C2(S(=O)(=O)c3cccnc3C(=O)N(C)C)CC2)nc(-c2ccc(N)cc2)n1.O=C(Cl)Oc1ccccc1.